From a dataset of Reaction yield outcomes from USPTO patents with 853,638 reactions. Predict the reaction yield, written as a fraction of the theoretical maximum amount of product (1.0 means a 100% yield; for example, 0.34 means a 34% yield). (1) The reactants are [N:1]1[CH:6]=[CH:5][CH:4]=[CH:3][C:2]=1[C:7]1[O:8][C:9]2[CH2:14][CH2:13][NH:12][CH2:11][C:10]=2[N:15]=1.Br[C:17]1[CH:22]=[CH:21][CH:20]=[CH:19][N:18]=1.C(O[Na])(C)(C)C. The catalyst is CC(O)(C)C.CO.C1C=CC(/C=C/C(/C=C/C2C=CC=CC=2)=O)=CC=1.C1C=CC(/C=C/C(/C=C/C2C=CC=CC=2)=O)=CC=1.C1C=CC(/C=C/C(/C=C/C2C=CC=CC=2)=O)=CC=1.[Pd].[Pd].C1C=CC(P(C2C(C3C(P(C4C=CC=CC=4)C4C=CC=CC=4)=CC=C4C=3C=CC=C4)=C3C(C=CC=C3)=CC=2)C2C=CC=CC=2)=CC=1. The product is [N:1]1[CH:6]=[CH:5][CH:4]=[CH:3][C:2]=1[C:7]1[O:8][C:9]2[CH2:14][CH2:13][N:12]([C:17]3[CH:22]=[CH:21][CH:20]=[CH:19][N:18]=3)[CH2:11][C:10]=2[N:15]=1. The yield is 0.550. (2) The reactants are [NH2:1][C:2]1[CH:3]=[C:4]([CH:25]=[CH:26][C:27]=1[C:28]#[N:29])[C:5]([NH:7][C:8]1[N:9]([CH3:24])[N:10]=[C:11]([C:17]([F:23])([F:22])[C:18]([F:21])([F:20])[F:19])[C:12]=1[C:13]([F:16])([F:15])[F:14])=[O:6].N1C=CC=CC=1.[C:36]([C:38]1[CH:46]=[CH:45][C:41]([C:42](Cl)=[O:43])=[C:40]([CH3:47])[CH:39]=1)#[N:37].C(=O)([O-])O.[Na+]. The catalyst is O1CCCC1. The product is [C:36]([C:38]1[CH:46]=[CH:45][C:41]([C:42]([NH:1][C:2]2[CH:3]=[C:4]([CH:25]=[CH:26][C:27]=2[C:28]#[N:29])[C:5]([NH:7][C:8]2[N:9]([CH3:24])[N:10]=[C:11]([C:17]([F:23])([F:22])[C:18]([F:19])([F:20])[F:21])[C:12]=2[C:13]([F:15])([F:14])[F:16])=[O:6])=[O:43])=[C:40]([CH3:47])[CH:39]=1)#[N:37]. The yield is 0.550. (3) The reactants are C([N:8]1[CH2:16][CH2:15][N:14](CC2C=CC=CC=2)[CH2:13][CH2:12][N:11](CC2C=CC=CC=2)[CH2:10][CH:9]1[CH2:31][NH:32][C:33](=[O:39])[O:34][C:35]([CH3:38])([CH3:37])[CH3:36])C1C=CC=CC=1.C(O)(=O)C.O. The catalyst is [Pd].C1COCC1. The product is [C:35]([O:34][C:33](=[O:39])[NH:32][CH2:31][CH:9]1[CH2:10][NH:11][CH2:12][CH2:13][NH:14][CH2:15][CH2:16][NH:8]1)([CH3:38])([CH3:36])[CH3:37]. The yield is 0.800.